Predict the product of the given reaction. From a dataset of Forward reaction prediction with 1.9M reactions from USPTO patents (1976-2016). (1) Given the reactants [C:1]([C:3]1[CH:8]=[CH:7][C:6]([C:9]2[N:13]3[CH:14]=[C:15]([C:18]4[CH:26]=[CH:25][C:21]([C:22](O)=[O:23])=[CH:20][CH:19]=4)[CH:16]=[CH:17][C:12]3=[N:11][CH:10]=2)=[CH:5][CH:4]=1)#[N:2].CN(C(ON1N=NC2C=CC=NC1=2)=[N+](C)C)C.F[P-](F)(F)(F)(F)F.CN1CCOCC1.[C:58]([N:66]1[CH2:71][CH2:70][NH:69][CH2:68][CH2:67]1)(=[O:65])[C:59]1[CH:64]=[CH:63][CH:62]=[CH:61][CH:60]=1, predict the reaction product. The product is: [C:58]([N:66]1[CH2:71][CH2:70][N:69]([C:22]([C:21]2[CH:20]=[CH:19][C:18]([C:15]3[CH:16]=[CH:17][C:12]4[N:13]([C:9]([C:6]5[CH:7]=[CH:8][C:3]([C:1]#[N:2])=[CH:4][CH:5]=5)=[CH:10][N:11]=4)[CH:14]=3)=[CH:26][CH:25]=2)=[O:23])[CH2:68][CH2:67]1)(=[O:65])[C:59]1[CH:64]=[CH:63][CH:62]=[CH:61][CH:60]=1. (2) Given the reactants [Cl-].[C:2]1([S+:8]([C:16]2[CH:21]=[CH:20][CH:19]=[CH:18][CH:17]=2)[C:9]2[CH:14]=[CH:13][C:12]([OH:15])=[CH:11][CH:10]=2)[CH:7]=[CH:6][CH:5]=[CH:4][CH:3]=1.[F:22][C:23]([F:29])([F:28])[S:24]([O-:27])(=[O:26])=[O:25].[K+], predict the reaction product. The product is: [F:22][C:23]([F:29])([F:28])[S:24]([O-:27])(=[O:26])=[O:25].[C:2]1([S+:8]([C:16]2[CH:21]=[CH:20][CH:19]=[CH:18][CH:17]=2)[C:9]2[CH:14]=[CH:13][C:12]([OH:15])=[CH:11][CH:10]=2)[CH:7]=[CH:6][CH:5]=[CH:4][CH:3]=1. (3) Given the reactants [CH2:1]([N:5]([CH:30]1[CH2:35][CH2:34][O:33][CH2:32][CH2:31]1)[C:6]1[C:7]([O:28][CH3:29])=[N:8][N:9]2[C:13]([C:14]3[C:19]([O:20][CH3:21])=[CH:18][C:17]([CH2:22][O:23][CH2:24][CH3:25])=[CH:16][C:15]=3[O:26][CH3:27])=[CH:12][S:11][C:10]=12)[CH2:2][CH2:3][CH3:4].CC(C)=O.[BrH:40], predict the reaction product. The product is: [BrH:40].[CH2:1]([N:5]([CH:30]1[CH2:31][CH2:32][O:33][CH2:34][CH2:35]1)[C:6]1[C:7]([O:28][CH3:29])=[N:8][N:9]2[C:13]([C:14]3[C:15]([O:26][CH3:27])=[CH:16][C:17]([CH2:22][O:23][CH2:24][CH3:25])=[CH:18][C:19]=3[O:20][CH3:21])=[CH:12][S:11][C:10]=12)[CH2:2][CH2:3][CH3:4]. (4) Given the reactants [CH3:1][C:2]1[C:11]([N:12]([CH3:19])[CH:13]2[CH2:18][CH2:17][O:16][CH2:15][CH2:14]2)=[CH:10][C:9]([CH:20]2[CH2:23][N:22]([CH3:24])[CH2:21]2)=[CH:8][C:3]=1[C:4](OC)=[O:5].[OH-].[Na+].Cl.CCN(C(C)C)C(C)C.CN(C(ON1N=NC2C=CC=NC1=2)=[N+](C)C)C.F[P-](F)(F)(F)(F)F.[NH2:61][CH2:62][C:63]1[C:64](=[O:71])[NH:65][C:66]([CH3:70])=[CH:67][C:68]=1[CH3:69], predict the reaction product. The product is: [CH3:69][C:68]1[CH:67]=[C:66]([CH3:70])[NH:65][C:64](=[O:71])[C:63]=1[CH2:62][NH:61][C:4](=[O:5])[C:3]1[CH:8]=[C:9]([CH:20]2[CH2:21][N:22]([CH3:24])[CH2:23]2)[CH:10]=[C:11]([N:12]([CH3:19])[CH:13]2[CH2:14][CH2:15][O:16][CH2:17][CH2:18]2)[C:2]=1[CH3:1]. (5) Given the reactants C(OC(N1C[C@:11](CN)([F:13])[CH2:10][C@H:9]1[C:16](OCC1C=CC=CC=1)=O)=O)(C)(C)C.C(Cl)(O[CH2:29][C:30]([Cl:33])(Cl)Cl)=O.[C:35]([O:39][C:40]([N:42]1[CH2:46][C@@:45]([F:57])([CH2:47][NH:48][C:49]([O:51][CH2:52][C:53]([Cl:56])([Cl:55])[Cl:54])=[O:50])[CH2:44][C@H:43]1[C:58](OCC1C=CC=CC=1)=[O:59])=[O:41])([CH3:38])([CH3:37])[CH3:36].[CH3:68]I.[H-].[Na+].C[N:73]([CH:75]=O)C, predict the reaction product. The product is: [C:35]([O:39][C:40]([N:42]1[CH2:46][C@@:45]([F:57])([CH2:47][N:48]([CH3:68])[C:49]([O:51][CH2:52][C:53]([Cl:54])([Cl:55])[Cl:56])=[O:50])[CH2:44][C@H:43]1[C:58](=[O:59])[NH:73][CH2:75][C:10]1[CH:9]=[CH:16][CH:29]=[C:30]([Cl:33])[C:11]=1[F:13])=[O:41])([CH3:36])([CH3:37])[CH3:38]. (6) Given the reactants [Cl:1][C:2]1[CH:33]=[CH:32][CH:31]=[CH:30][C:3]=1[CH2:4][N:5]([CH3:29])[C:6]([C:8]1[N:9]=[N:10][N:11]([CH2:14][C:15]2[CH:20]=[C:19]([C:21]([F:24])([F:23])[F:22])[CH:18]=[C:17]([C:25]([F:28])([F:27])[F:26])[CH:16]=2)[C:12]=1Cl)=[O:7].[C:34]1([OH:40])[CH:39]=[CH:38][CH:37]=[CH:36][CH:35]=1.C([O-])([O-])=O.[Cs+].[Cs+], predict the reaction product. The product is: [Cl:1][C:2]1[CH:33]=[CH:32][CH:31]=[CH:30][C:3]=1[CH2:4][N:5]([CH3:29])[C:6]([C:8]1[N:9]=[N:10][N:11]([CH2:14][C:15]2[CH:20]=[C:19]([C:21]([F:24])([F:22])[F:23])[CH:18]=[C:17]([C:25]([F:27])([F:28])[F:26])[CH:16]=2)[C:12]=1[O:40][C:34]1[CH:39]=[CH:38][CH:37]=[CH:36][CH:35]=1)=[O:7].